This data is from Experimentally validated miRNA-target interactions with 360,000+ pairs, plus equal number of negative samples. The task is: Binary Classification. Given a miRNA mature sequence and a target amino acid sequence, predict their likelihood of interaction. (1) The miRNA is hsa-miR-7846-3p with sequence CAGCGGAGCCUGGAGAGAAGG. The protein sequence of the target gene is MGCGTSKVLPEPPKDVQLDLVKKVEPFSGTKSDVYKHFITEVDSVGPVKAGFPAASQYAHPCPGPPTAGHTEPPSEPPRRARVAKYRAKFDPRVTAKYDIKALIGRGSFSRVVRVEHRATRQPYAIKMIETKYREGREVCESELRVLRRVRHANIIQLVEVFETQERVYMVMELATGGELFDRIIAKGSFTERDATRVLQMVLDGVRYLHALGITHRDLKPENLLYYHPGTDSKIIITDFGLASARKKGDDCLMKTTCGTPEYIAPEVLVRKPYTNSVDMWALGVIAYILLSGTMPFEDD.... Result: 0 (no interaction). (2) The miRNA is mmu-miR-362-3p with sequence AACACACCUGUUCAAGGAUUCA. The protein sequence of the target gene is MAAALLLLRGLRPGPEPRPRRLWGLLSGRGPGLSSGAGARRPYAARGTPVGPAAAGGHAPQSLLLRILTPSFEGISGLLLKQHIVPNAVRLWPLSGSTLYFNTSRMKQKNKDNDKPKGKTPEDDEEEKRRKEREDQMYRERLRTLFIIALVMSLLNSLSTSGGSISWADFVNEMLAKGEVQRVQVVPESDVVEVYLHPGAVVFGRPRLALMYRMQVANIDKFEEKLRAAEDELNIESKDRIPVSYKRTGFFGNALYALGMTAVGLAILWYVFRLAGMTGREGGFSAFNQLKMARFTIVDG.... Result: 1 (interaction). (3) The miRNA is hsa-miR-6513-5p with sequence UUUGGGAUUGACGCCACAUGUCU. The protein sequence of the target gene is MPLEMEPKMSKLAFGCQRSSTSDDDSGCALEEYAWVPPGLRPEQIQLYFACLPEEKVPYVNSPGEKHRIKQLLYQLPPHDNEVRYCQSLSEEEKKELQVFSAQRKKEALGRGTIKLLSRAVMHAVCEQCGLKINGGEVAVFASRAGPGVCWHPSCFVCFTCNELLVDLIYFYQDGKIHCGRHHAELLKPRCSACDEIIFADECTEAEGRHWHMKHFCCLECETVLGGQRYIMKDGRPFCCGCFESLYAEYCETCGEHIGVDHAQMTYDGQHWHATEACFSCAQCKASLLGCPFLPKQGQI.... Result: 1 (interaction). (4) The miRNA is mmu-miR-3473c with sequence UCUCUCCAGCCCCCAUAAUAAG. The protein sequence of the target gene is MAAFRDMVEVSNWLLSLLGANRAEAQQRRLLGSYEQMMERLLEMQDGAYRQLRETLAVEEEVAQSLLELKECTRQGDTELQQLEVELQRTSKEDTCVQARLRQLITELQELREMEEELQRQERDVDEDNTVTIPSAVYVAHLYHQISKIQWDYECEPGMIKGIHHGPTVAQPIHLDSAQLSPKFISDYLWSLVDTTWEPEP. Result: 1 (interaction). (5) The miRNA is hsa-miR-1252-3p with sequence CAAAUGAGCUUAAUUUCCUUUU. The protein sequence of the target gene is MKKMSNIYESAANTLGIFNSPCLTKVELRVACKGISDRDALSKPDPCVILKMQSHGQWFEVDRTEVIRTCINPVYSKLFTVDFYFEEVQRLRFEVHDISSNHNGLKEADFLGGMECTLGQIVSQRKLSKSLLKHGNTAGKSSITVIAEELSGNDDYVELAFNARKLDDKDFFSKSDPFLEIFRMNDDATQQLVHRTEVVMNNLSPAWKSFKVSVNSLCSGDPDRRLKCIVWDWDSNGKHDFIGEFTSTFKEMRGAMEGKQVQWECINPKYKAKKKNYKNSGTVILNLCKIHKMHSFLDYI.... Result: 0 (no interaction). (6) The miRNA is hsa-miR-5582-3p with sequence UAAAACUUUAAGUGUGCCUAGG. The protein sequence of the target gene is MAGSRQRGLRARVRPLFCALLLSLGRFVRGDGVGGDPAVALPHRRFEYKYSFKGPHLVQSDGTVPFWAHAGNAIPSSDQIRVAPSLKSQRGSVWTKTKAAFENWEVEVTFRVTGRGRIGADGLAIWYAENQGLEGPVFGSADLWNGVGIFFDSFDNDGKKNNPAIVIIGNNGQIHYDHQNDGASQALASCQRDFRNKPYPVRAKITYYQNTLTVMINNGFTPDKNDYEFCAKVENMIIPAQGHFGISAATGGLADDHDVLSFLTFQLTEPGKEPPTPDKEISEKEKEKYQEEFEHFQQEL.... Result: 1 (interaction). (7) The miRNA is hsa-miR-766-5p with sequence AGGAGGAAUUGGUGCUGGUCUU. The protein sequence of the target gene is MSKLPRELTRDLERSLPAVASLGSSLSHSQSLSSHLLPPPEKRRAISDVRRTFCLFVTFDLLFISLLWIIELNTNTGIRKNLEQEIIQYNFKTSFFDIFVLAFFRFSGLLLGYAVLRLRHWWVIAVTTLVSSAFLIVKVILSELLSKGAFGYLLPIVSFVLAWLETWFLDFKVLPQEAEEERWYLAAQVAVARGPLLFSGALSEGQFYSPPESFAGSDNESDEEVAGKKSFSAQEREYIRQGKEATAVVDQILAQEENWKFEKNNEYGDTVYTIEVPFHGKTFILKTFLPCPAELVYQEV.... Result: 1 (interaction).